This data is from Full USPTO retrosynthesis dataset with 1.9M reactions from patents (1976-2016). The task is: Predict the reactants needed to synthesize the given product. (1) Given the product [Br:34][C:13]1[N:10]2[C:11]3[N:12]=[C:3]([C:2]([F:1])([F:25])[F:26])[CH:4]=[C:5]([C:21]([F:23])([F:24])[F:22])[C:6]=3[CH:7]=[CH:8][C:9]2=[N:15][C:14]=1[C:16]1[O:17][CH:18]=[N:19][N:20]=1, predict the reactants needed to synthesize it. The reactants are: [F:1][C:2]([F:26])([F:25])[C:3]1[CH:4]=[C:5]([C:21]([F:24])([F:23])[F:22])[C:6]2[CH:7]=[CH:8][C:9]3[N:10]([CH:13]=[C:14]([C:16]4[O:17][CH:18]=[N:19][N:20]=4)[N:15]=3)[C:11]=2[N:12]=1.C1C(=O)N([Br:34])C(=O)C1.O. (2) The reactants are: [OH:1][CH2:2][CH2:3][C@H:4]1[CH2:6][C@H:5]1[CH:7]1[CH2:12][CH2:11][N:10]([C:13]([O:15][C:16]([CH3:19])(C)C)=[O:14])[CH2:9][CH2:8]1.Cl.C(OC(Cl)=O)[C:22]1[CH:27]=[CH:26]C=[CH:24][CH:23]=1. Given the product [OH:1][CH2:2][CH2:3][CH:4]1[CH2:6][CH:5]1[CH:7]1[CH2:8][CH2:9][N:10]([C:13]([O:15][CH2:16][C:19]2[CH:26]=[CH:27][CH:22]=[CH:23][CH:24]=2)=[O:14])[CH2:11][CH2:12]1, predict the reactants needed to synthesize it. (3) Given the product [O:1]1[C:6]2[CH:7]=[CH:8][C:9]([C:11]3[N:16]4[N:17]=[C:18]([NH:20][C:23]5[CH:24]=[CH:25][C:26]([O:27][CH2:28][CH2:29][N:30]6[CH2:31][CH2:32][CH2:33][CH2:34]6)=[CH:35][CH:36]=5)[N:19]=[C:15]4[CH:14]=[C:13]([CH3:21])[CH:12]=3)=[CH:10][C:5]=2[O:4][CH2:3][CH2:2]1, predict the reactants needed to synthesize it. The reactants are: [O:1]1[C:6]2[CH:7]=[CH:8][C:9]([C:11]3[N:16]4[N:17]=[C:18]([NH2:20])[N:19]=[C:15]4[CH:14]=[C:13]([CH3:21])[CH:12]=3)=[CH:10][C:5]=2[O:4][CH2:3][CH2:2]1.Br[C:23]1[CH:36]=[CH:35][C:26]([O:27][CH2:28][CH2:29][N:30]2[CH2:34][CH2:33][CH2:32][CH2:31]2)=[CH:25][CH:24]=1.CC1(C)C2C(=C(P(C3C=CC=CC=3)C3C=CC=CC=3)C=CC=2)OC2C(P(C3C=CC=CC=3)C3C=CC=CC=3)=CC=CC1=2.CC(C)([O-])C.[Na+]. (4) Given the product [CH3:21][C:22]1[O:23][C:24]([C:27]2[CH:32]=[CH:31][C:30]([C:3]3([F:18])[CH:8]=[CH:7][C:6]([N:9]4[CH2:13][C@H:12]([CH2:14][OH:15])[O:11][C:10]4=[O:16])=[CH:5][CH:4]3[F:17])=[CH:29][N:28]=2)=[N:25][N:26]=1, predict the reactants needed to synthesize it. The reactants are: C[Sn](C)(C)[C:3]1([F:18])[CH:8]=[CH:7][C:6]([N:9]2[CH2:13][C@H:12]([CH2:14][OH:15])[O:11][C:10]2=[O:16])=[CH:5][CH:4]1[F:17].[CH3:21][C:22]1[O:23][C:24]([C:27]2[CH:32]=[CH:31][C:30](Br)=[CH:29][N:28]=2)=[N:25][N:26]=1. (5) Given the product [CH3:31][O:30][C:18]1[CH:19]=[C:20]([O:28][CH3:29])[C:21]([C:23]2[S:24][CH:25]=[CH:26][CH:27]=2)=[CH:22][C:17]=1[C:16]#[C:15][C:14]([C:9]1[CH:10]=[C:11]([O:12][CH3:13])[C:6]([O:5][CH2:4][C:3]([OH:35])=[O:2])=[C:7]([O:33][CH3:34])[CH:8]=1)=[O:32], predict the reactants needed to synthesize it. The reactants are: C[O:2][C:3](=[O:35])[CH2:4][O:5][C:6]1[C:11]([O:12][CH3:13])=[CH:10][C:9]([C:14](=[O:32])[C:15]#[C:16][C:17]2[CH:22]=[C:21]([C:23]3[S:24][CH:25]=[CH:26][CH:27]=3)[C:20]([O:28][CH3:29])=[CH:19][C:18]=2[O:30][CH3:31])=[CH:8][C:7]=1[O:33][CH3:34].[OH-].[Na+]. (6) The reactants are: [C:1]1([C:27]2[CH:32]=[CH:31][CH:30]=[CH:29][CH:28]=2)[CH:6]=[CH:5][C:4]([CH2:7][CH:8]([CH2:19][C:20]([O:22][C:23]([CH3:26])([CH3:25])[CH3:24])=[O:21])[C:9]([O:11]CC2C=CC=CC=2)=[O:10])=[CH:3][CH:2]=1. Given the product [C:1]1([C:27]2[CH:28]=[CH:29][CH:30]=[CH:31][CH:32]=2)[CH:2]=[CH:3][C:4]([CH2:7][CH:8]([CH2:19][C:20]([O:22][C:23]([CH3:26])([CH3:25])[CH3:24])=[O:21])[C:9]([OH:11])=[O:10])=[CH:5][CH:6]=1, predict the reactants needed to synthesize it. (7) Given the product [Cl:12][C:11]1[CH:10]=[CH:9][C:8]([NH:13][C:24]([NH:23][C:17]2[CH:18]=[CH:19][CH:20]=[C:21]([Cl:22])[C:16]=2[Cl:15])=[O:25])=[C:7]([OH:14])[C:6]=1[S:3]([NH:2][CH3:1])(=[O:5])=[O:4], predict the reactants needed to synthesize it. The reactants are: [CH3:1][NH:2][S:3]([C:6]1[C:11]([Cl:12])=[CH:10][CH:9]=[C:8]([NH2:13])[C:7]=1[OH:14])(=[O:5])=[O:4].[Cl:15][C:16]1[C:21]([Cl:22])=[CH:20][CH:19]=[CH:18][C:17]=1[N:23]=[C:24]=[O:25]. (8) Given the product [C:18]([O:17][C:16](=[O:22])[NH:15][CH2:14][CH2:13][CH2:12][N:6]1[CH2:7][CH2:8][C:4]([CH3:10])([CH3:3])[C:5]1=[O:9])([CH3:21])([CH3:20])[CH3:19], predict the reactants needed to synthesize it. The reactants are: [H-].[Na+].[CH3:3][C:4]1([CH3:10])[CH2:8][CH2:7][NH:6][C:5]1=[O:9].Br[CH2:12][CH2:13][CH2:14][NH:15][C:16](=[O:22])[O:17][C:18]([CH3:21])([CH3:20])[CH3:19]. (9) The reactants are: C(Cl)(=O)C(Cl)=O.CS(C)=O.[Cl:11][C:12]1[CH:13]=[C:14]([C:32]2[CH:37]=[CH:36][CH:35]=[C:34]([S:38]([CH3:41])(=[O:40])=[O:39])[CH:33]=2)[CH:15]=[CH:16][C:17]=1[N:18]1[CH:22]=[C:21]([CH2:23][OH:24])[N:20]=[C:19]1[C:25]1[CH:30]=[CH:29][CH:28]=[CH:27][C:26]=1[Cl:31].C(N(CC)CC)C. Given the product [Cl:11][C:12]1[CH:13]=[C:14]([C:32]2[CH:37]=[CH:36][CH:35]=[C:34]([S:38]([CH3:41])(=[O:40])=[O:39])[CH:33]=2)[CH:15]=[CH:16][C:17]=1[N:18]1[CH:22]=[C:21]([CH:23]=[O:24])[N:20]=[C:19]1[C:25]1[CH:30]=[CH:29][CH:28]=[CH:27][C:26]=1[Cl:31], predict the reactants needed to synthesize it.